This data is from Forward reaction prediction with 1.9M reactions from USPTO patents (1976-2016). The task is: Predict the product of the given reaction. (1) Given the reactants [F:1][C:2]1[C:11]2[O:10][CH2:9][CH2:8][CH2:7][C:6]=2[C:5]([CH3:12])=[CH:4][CH:3]=1.[Br:13]Br, predict the reaction product. The product is: [Br:13][C:4]1[CH:3]=[C:2]([F:1])[C:11]2[O:10][CH2:9][CH2:8][CH2:7][C:6]=2[C:5]=1[CH3:12]. (2) Given the reactants [CH:1]1([CH2:4][O:5][C:6]2[C:11]([O:12][CH3:13])=[CH:10][CH:9]=[CH:8][C:7]=2/[CH:14]=[CH:15]/[C:16]2[N:17]=[C:18]3[N:22]([C:23]=2[C:24]([OH:26])=[O:25])[CH:21]=[CH:20][S:19]3)[CH2:3][CH2:2]1.[CH2:27](OC1C(OC)=CC=CC=1C=O)[CH:28](C)C.[Br-].C(OC(C1N2C(SC=C2)=NC=1C[P+](C1C=CC=CC=1)(C1C=CC=CC=1)C1C=CC=CC=1)=O)C.[H-].[Na+], predict the reaction product. The product is: [CH2:4]([O:5][C:6]1[C:11]([O:12][CH3:13])=[CH:10][CH:9]=[CH:8][C:7]=1/[CH:14]=[CH:15]/[C:16]1[N:17]=[C:18]2[N:22]([C:23]=1[C:24]([O:26][CH2:27][CH3:28])=[O:25])[CH:21]=[CH:20][S:19]2)[CH:1]([CH3:2])[CH3:3]. (3) Given the reactants [CH:1]1([CH2:6][CH:7]([N:11]2[C:19]3[C:14](=[CH:15][C:16]([O:20][CH3:21])=[CH:17][CH:18]=3)[C:13](=O)[C:12]2=[O:23])[C:8]([OH:10])=[O:9])[CH2:5][CH2:4][CH2:3][CH2:2]1.O.NN, predict the reaction product. The product is: [CH:1]1([CH2:6][CH:7]([N:11]2[C:19]3[C:14](=[CH:15][C:16]([O:20][CH3:21])=[CH:17][CH:18]=3)[CH2:13][C:12]2=[O:23])[C:8]([OH:10])=[O:9])[CH2:5][CH2:4][CH2:3][CH2:2]1. (4) Given the reactants [C:1]([C:3]1[CH:4]=[C:5]([CH:21]=[CH:22][C:23]=1[N+:24]([O-:26])=[O:25])[O:6][C:7]1[CH:12]=[CH:11][C:10]([NH:13]C(=O)OC(C)(C)C)=[CH:9][CH:8]=1)#[N:2], predict the reaction product. The product is: [NH2:13][C:10]1[CH:11]=[CH:12][C:7]([O:6][C:5]2[CH:21]=[CH:22][C:23]([N+:24]([O-:26])=[O:25])=[C:3]([CH:4]=2)[C:1]#[N:2])=[CH:8][CH:9]=1. (5) Given the reactants [CH2:1]([C:3]1[C:4]([CH3:13])=[N+:5]([O-:12])[CH:6]=[CH:7][C:8]=1[N+]([O-])=O)[CH3:2].C([Cl:17])(=O)C, predict the reaction product. The product is: [Cl:17][C:8]1[CH:7]=[CH:6][N+:5]([O-:12])=[C:4]([CH3:13])[C:3]=1[CH2:1][CH3:2].